Dataset: Reaction yield outcomes from USPTO patents with 853,638 reactions. Task: Predict the reaction yield, written as a fraction of the theoretical maximum amount of product (1.0 means a 100% yield; for example, 0.34 means a 34% yield). (1) The reactants are [NH2:1][C:2]1[CH:7]=[C:6]([F:8])[CH:5]=[CH:4][C:3]=1[SH:9].Br[CH2:11][C:12]1[CH:17]=[CH:16][CH:15]=[C:14]([N+:18]([O-:20])=[O:19])[CH:13]=1.C([O-])([O-])=O.[K+].[K+]. The catalyst is CN(C=O)C. The product is [F:8][C:6]1[CH:5]=[CH:4][C:3]([S:9][CH2:11][C:12]2[CH:17]=[CH:16][CH:15]=[C:14]([N+:18]([O-:20])=[O:19])[CH:13]=2)=[C:2]([CH:7]=1)[NH2:1]. The yield is 0.970. (2) The reactants are [Br:1][C:2]1[CH:3]=[CH:4][C:5]([S:9]([CH3:12])(=[O:11])=[O:10])=[C:6]([NH2:8])[CH:7]=1.[C:13](Cl)(=[O:15])[CH3:14].C(OCC)C. The catalyst is O1CCCC1.O.C(OCC)(=O)C. The product is [Br:1][C:2]1[CH:3]=[CH:4][C:5]([S:9]([CH3:12])(=[O:11])=[O:10])=[C:6]([NH:8][C:13](=[O:15])[CH3:14])[CH:7]=1. The yield is 0.800.